Dataset: Catalyst prediction with 721,799 reactions and 888 catalyst types from USPTO. Task: Predict which catalyst facilitates the given reaction. (1) Reactant: [C:1](=[O:4])([O-])[OH:2].[K+:5].[C:6]([O:22][C:23]([C:26]([C:29]([O:32][C:33](C(F)=O)([C:35]([F:38])([F:37])[F:36])[F:34])([F:31])[F:30])([F:28])[F:27])([F:25])[F:24])([C:15]([S:18]([F:21])(=[O:20])=[O:19])([F:17])[F:16])([C:8]([S:11]([F:14])(=[O:13])=[O:12])([F:10])[F:9])[F:7]. Product: [C:6]([O:22][C:23]([C:26]([C:29]([O:32][C:33]([C:1]([O:2][K:5])=[O:4])([C:35]([F:38])([F:37])[F:36])[F:34])([F:31])[F:30])([F:28])[F:27])([F:25])[F:24])([C:15]([S:18]([F:21])(=[O:20])=[O:19])([F:17])[F:16])([C:8]([S:11]([F:14])(=[O:13])=[O:12])([F:10])[F:9])[F:7]. The catalyst class is: 216. (2) Reactant: [NH2:1][C:2]1[CH:22]=[CH:21][C:5]([O:6][C:7]2[CH:12]=[CH:11][CH:10]=[C:9]([O:13][C:14]3[CH:19]=[CH:18][C:17]([NH2:20])=[CH:16][CH:15]=3)[CH:8]=2)=[CH:4][CH:3]=1.[S:23](O[S:23]([C:26]([F:29])([F:28])[F:27])(=[O:25])=[O:24])([C:26]([F:29])([F:28])[F:27])(=[O:25])=[O:24].C(=O)(O)[O-].[Na+]. Product: [F:27][C:26]([F:29])([F:28])[S:23]([NH:20][C:17]1[CH:18]=[CH:19][C:14]([O:13][C:9]2[CH:10]=[CH:11][CH:12]=[C:7]([O:6][C:5]3[CH:21]=[CH:22][C:2]([NH:1][S:23]([C:26]([F:27])([F:28])[F:29])(=[O:24])=[O:25])=[CH:3][CH:4]=3)[CH:8]=2)=[CH:15][CH:16]=1)(=[O:25])=[O:24]. The catalyst class is: 2.